This data is from Forward reaction prediction with 1.9M reactions from USPTO patents (1976-2016). The task is: Predict the product of the given reaction. (1) Given the reactants [Cl:1][C:2]1[CH:3]=[C:4]2[C:9](=[CH:10][CH:11]=1)[N:8]=[C:7]([N:12]1[CH2:17][CH2:16][N:15]([CH3:18])[CH2:14][CH2:13]1)[C:6]([NH2:19])=[C:5]2[NH2:20].CC(O)=O.[N:25]([O-])=O.[Na+].C([O-])([O-])=O.[Na+].[Na+], predict the reaction product. The product is: [Cl:1][C:2]1[CH:11]=[CH:10][C:9]2[N:8]=[C:7]([N:12]3[CH2:17][CH2:16][N:15]([CH3:18])[CH2:14][CH2:13]3)[C:6]3[N:19]=[N:25][NH:20][C:5]=3[C:4]=2[CH:3]=1. (2) Given the reactants [F:1][CH:2]([F:36])[C:3]1[O:4][C:5]([C:16]2[CH:35]=[CH:34][C:19]([O:20][CH2:21][CH2:22][N:23]3C(=O)C4C(=CC=CC=4)C3=O)=[CH:18][CH:17]=2)=[C:6]([C:8]2[CH:9]=[N:10][C:11]([O:14][CH3:15])=[CH:12][CH:13]=2)[N:7]=1.O.NN, predict the reaction product. The product is: [F:36][CH:2]([F:1])[C:3]1[O:4][C:5]([C:16]2[CH:35]=[CH:34][C:19]([O:20][CH2:21][CH2:22][NH2:23])=[CH:18][CH:17]=2)=[C:6]([C:8]2[CH:9]=[N:10][C:11]([O:14][CH3:15])=[CH:12][CH:13]=2)[N:7]=1. (3) Given the reactants [S:1]1[C:5]2[CH:6]=[CH:7][CH:8]=[CH:9][C:4]=2[CH:3]=[C:2]1[CH2:10][C:11]1[CH:12]=[C:13]([C@@:18]2([O:28][C@H:27]([CH2:29][OH:30])[C@@H:25]([OH:26])[C@H:23]([OH:24])[C@H:21]2[OH:22])[O:19][CH3:20])[CH:14]=[CH:15][C:16]=1[F:17].C(O[C:35](=[O:37])[CH3:36])(=O)C.Cl, predict the reaction product. The product is: [C:18]([O:22][C@@H:21]1[C@@H:23]([O:24][C:21](=[O:22])[CH3:23])[C@H:25]([O:26][C:25](=[O:26])[CH3:27])[C@@H:27]([CH2:29][O:30][C:35](=[O:37])[CH3:36])[O:28][C@:18]1([C:13]1[CH:14]=[CH:15][C:16]([F:17])=[C:11]([CH2:10][C:2]2[S:1][C:5]3[CH:6]=[CH:7][CH:8]=[CH:9][C:4]=3[CH:3]=2)[CH:12]=1)[O:19][CH3:20])(=[O:19])[CH3:13]. (4) Given the reactants [CH3:1][O:2][C:3]([C:5]1[C:6]([OH:29])=[C:7]2[C:12](=[C:13](Br)[N:14]=1)[N:11]([C:16]1[CH:21]=[CH:20][CH:19]=[CH:18][CH:17]=1)[C:10](=[O:22])[C:9]([C:23]1[CH:28]=[CH:27][CH:26]=[CH:25][CH:24]=1)=[CH:8]2)=[O:4].C([Sn](CCCC)(CCCC)[C:35]1[CH:36]=[N:37][CH:38]=[CH:39][CH:40]=1)CCC.CN(C=O)C.Cl, predict the reaction product. The product is: [CH3:1][O:2][C:3]([C:5]1[C:6]([OH:29])=[C:7]2[C:12](=[C:13]([C:35]3[CH:36]=[N:37][CH:38]=[CH:39][CH:40]=3)[N:14]=1)[N:11]([C:16]1[CH:21]=[CH:20][CH:19]=[CH:18][CH:17]=1)[C:10](=[O:22])[C:9]([C:23]1[CH:28]=[CH:27][CH:26]=[CH:25][CH:24]=1)=[CH:8]2)=[O:4]. (5) Given the reactants [CH3:1][N:2]([CH2:13][C:14]1[N:18]([CH2:19][C@@H:20]2[CH2:25][CH2:24][CH2:23][N:22](C(OC(C)(C)C)=O)[CH2:21]2)[C:17]2[CH:33]=[CH:34][CH:35]=[CH:36][C:16]=2[N:15]=1)[C@@H:3]1[C:12]2[N:11]=[CH:10][CH:9]=[CH:8][C:7]=2[CH2:6][CH2:5][CH2:4]1.CN(CC1N(C[C@H]2CCCNC2)C2C=CC=CC=2N=1)[C@@H]1C2N=CC=CC=2CCC1, predict the reaction product. The product is: [CH3:1][N:2]([CH2:13][C:14]1[N:18]([CH2:19][C@@H:20]2[CH2:25][CH2:24][CH2:23][NH:22][CH2:21]2)[C:17]2[CH:33]=[CH:34][CH:35]=[CH:36][C:16]=2[N:15]=1)[C@@H:3]1[C:12]2[N:11]=[CH:10][CH:9]=[CH:8][C:7]=2[CH2:6][CH2:5][CH2:4]1. (6) Given the reactants [NH:1]([C:3]1[N:8]([CH2:9][CH:10]([CH3:12])[CH3:11])[C:7](=[O:13])[N:6]([CH3:14])[C:5](=[O:15])[CH:4]=1)[NH2:2].[Cl:16][C:17]1[CH:18]=[C:19]2[C:23](=[CH:24][CH:25]=1)[NH:22][CH:21]=[C:20]2[CH:26]=O.[CH2:28]([N:30]1[CH:34]=[CH:33][CH:32]=[C:31]1[CH:35]=O)[CH3:29], predict the reaction product. The product is: [Cl:16][C:17]1[CH:18]=[C:19]2[C:23](=[CH:24][CH:25]=1)[NH:22][CH:21]=[C:20]2[CH2:26][N:2]1[C:35]([C:31]2[N:30]([CH2:28][CH3:29])[CH:34]=[CH:33][CH:32]=2)=[C:4]2[C:3]([N:8]([CH2:9][CH:10]([CH3:11])[CH3:12])[C:7](=[O:13])[N:6]([CH3:14])[C:5]2=[O:15])=[N:1]1. (7) Given the reactants Cl[C:2]1[CH:3]=[C:4]([O:8][CH3:9])[CH:5]=[CH:6][CH:7]=1.[CH3:10][O:11][C:12]1[CH:17]=[CH:16][C:15](B(O)O)=[CH:14][CH:13]=1.[F-].[K+], predict the reaction product. The product is: [CH3:9][O:8][C:4]1[CH:3]=[C:2]([C:15]2[CH:16]=[CH:17][C:12]([O:11][CH3:10])=[CH:13][CH:14]=2)[CH:7]=[CH:6][CH:5]=1. (8) Given the reactants C([N:8]1[CH:13]([CH3:14])[CH2:12][O:11][C@@H:10](/[CH:15]=[CH:16]/[C:17]2[CH:22]=[CH:21][C:20]([F:23])=[CH:19][CH:18]=2)[CH2:9]1)C1C=CC=CC=1, predict the reaction product. The product is: [F:23][C:20]1[CH:21]=[CH:22][C:17]([CH2:16][CH2:15][C@@H:10]2[O:11][CH2:12][CH:13]([CH3:14])[NH:8][CH2:9]2)=[CH:18][CH:19]=1. (9) Given the reactants [CH3:1][C:2]1[CH:7]=[C:6]([C:8](=O)[CH2:9][C@H:10]([C:18]2[CH:23]=[CH:22][C:21]([N:24]3[CH2:29][CH2:28][CH:27]([C:30]([NH2:32])=[O:31])[CH2:26][CH2:25]3)=[CH:20][CH:19]=2)[C:11]2[CH:16]=[CH:15][CH:14]=[CH:13][C:12]=2[CH3:17])[CH:5]=[CH:4][N:3]=1.Cl.[NH2:35][OH:36].C(=O)([O-])O.[Na+], predict the reaction product. The product is: [OH:36]/[N:35]=[C:8](/[C:6]1[CH:5]=[CH:4][N:3]=[C:2]([CH3:1])[CH:7]=1)\[CH2:9][C@H:10]([C:18]1[CH:23]=[CH:22][C:21]([N:24]2[CH2:29][CH2:28][CH:27]([C:30]([NH2:32])=[O:31])[CH2:26][CH2:25]2)=[CH:20][CH:19]=1)[C:11]1[CH:16]=[CH:15][CH:14]=[CH:13][C:12]=1[CH3:17].